Predict the reactants needed to synthesize the given product. From a dataset of Full USPTO retrosynthesis dataset with 1.9M reactions from patents (1976-2016). (1) Given the product [F:1][C:2]([F:13])([F:12])[C:3]1[CH:8]=[CH:7][C:6]([C:9]2=[CH:16][C:15]([O:19][C:10]2=[O:21])=[O:18])=[CH:5][CH:4]=1, predict the reactants needed to synthesize it. The reactants are: [F:1][C:2]([F:13])([F:12])[C:3]1[CH:8]=[CH:7][C:6]([CH2:9][C:10]#N)=[CH:5][CH:4]=1.O.[C:15]([OH:19])(=[O:18])[CH:16]=O.C(=O)([O-])[O-:21].[K+].[K+].S(=O)(=O)(O)O. (2) Given the product [NH2:1][C:2]1[N:7]=[CH:6][C:5]([S:8]([C:11]2[CH:12]=[C:13]([C:18]([NH2:20])=[O:19])[S:14][C:15]=2[S:16][CH3:17])(=[O:10])=[O:9])=[CH:4][C:3]=1[C:23]1[CH:24]=[CH:25][CH:26]=[CH:27][C:22]=1[CH3:37], predict the reactants needed to synthesize it. The reactants are: [NH2:1][C:2]1[N:7]=[CH:6][C:5]([S:8]([C:11]2[CH:12]=[C:13]([C:18]([NH2:20])=[O:19])[S:14][C:15]=2[S:16][CH3:17])(=[O:10])=[O:9])=[CH:4][C:3]=1Br.[C:22]1([CH3:37])[CH:27]=[CH:26][CH:25]=[CH:24][C:23]=1C1C=CC=CC=1B(O)O.C([O-])([O-])=O.[Na+].[Na+].C(O)C.